From a dataset of Reaction yield outcomes from USPTO patents with 853,638 reactions. Predict the reaction yield, written as a fraction of the theoretical maximum amount of product (1.0 means a 100% yield; for example, 0.34 means a 34% yield). (1) The reactants are [Br:1][C:2]1[CH:7]=[CH:6][C:5]([C:8]2[N:13]=[N:12][C:11]([NH2:14])=[N:10][CH:9]=2)=[CH:4][C:3]=1[F:15].Cl[CH:17]([CH:20]([C:22]1[CH:23]=[C:24]2[C:29](=[CH:30][CH:31]=1)[N:28]=[CH:27][CH:26]=[CH:25]2)[CH3:21])[CH:18]=O.C(N(CC)CC)C. The catalyst is C(O)(C)C. The product is [Br:1][C:2]1[CH:7]=[CH:6][C:5]([C:8]2[CH:9]=[N:10][C:11]3[N:12]([C:17]([CH:20]([C:22]4[CH:23]=[C:24]5[C:29](=[CH:30][CH:31]=4)[N:28]=[CH:27][CH:26]=[CH:25]5)[CH3:21])=[CH:18][N:14]=3)[N:13]=2)=[CH:4][C:3]=1[F:15]. The yield is 0.600. (2) The catalyst is ClC(Cl)C.ClCCl.C(N(CC)CC)C. The product is [C:54]([O:53][C:51]([N:48]1[CH2:49][CH2:50][CH:46]([C:43]2[CH:44]=[CH:45][C:40]([NH:39][C:37]([NH:36][C:33]3[CH:32]=[CH:31][C:30]([Cl:29])=[CH:35][N:34]=3)=[O:38])=[CH:41][CH:42]=2)[CH2:47]1)=[O:52])([CH3:57])([CH3:55])[CH3:56]. The yield is 0.380. The reactants are NC1C=CC(Cl)=CN=1.ClC(Cl)(OC(=O)OC(Cl)(Cl)Cl)Cl.[Cl-].C([NH+](CC)CC)C.[Cl:29][C:30]1[CH:31]=[CH:32][C:33]([N:36]=[C:37]=[O:38])=[N:34][CH:35]=1.[NH2:39][C:40]1[CH:45]=[CH:44][C:43]([CH:46]2[CH2:50][CH2:49][N:48]([C:51]([O:53][C:54]([CH3:57])([CH3:56])[CH3:55])=[O:52])[CH2:47]2)=[CH:42][CH:41]=1.C(N(CC)C(C)C)(C)C. (3) The reactants are [NH:1]1[C:9]2[C:4](=[CH:5][C:6]([O:10][C:11]3[CH:16]=[CH:15][N:14]=[C:13]([NH2:17])[CH:12]=3)=[CH:7][CH:8]=2)[CH:3]=[CH:2]1.[H-].[Na+].[CH3:20][CH:21]([CH3:34])[CH2:22][CH2:23][NH:24][C:25](=O)[O:26]C1C=CC=CC=1. The catalyst is CN(C)C=O. The product is [CH3:20][CH:21]([CH3:34])[CH2:22][CH2:23][NH:24][C:25]([N:1]1[C:9]2[C:4](=[CH:5][C:6]([O:10][C:11]3[CH:16]=[CH:15][N:14]=[C:13]([NH2:17])[CH:12]=3)=[CH:7][CH:8]=2)[CH:3]=[CH:2]1)=[O:26]. The yield is 0.480. (4) The reactants are [NH2:1][C:2]1[O:6][N:5]=[C:4]([CH3:7])[C:3]=1[Br:8].[S:9]1[CH:13]=[CH:12][C:11]([C:14]2[S:18][C:17]([S:19](Cl)(=[O:21])=[O:20])=[CH:16][CH:15]=2)=[CH:10]1. No catalyst specified. The product is [Br:8][C:3]1[C:4]([CH3:7])=[N:5][O:6][C:2]=1[NH:1][S:19]([C:17]1[S:18][C:14]([C:11]2[CH:12]=[CH:13][S:9][CH:10]=2)=[CH:15][CH:16]=1)(=[O:20])=[O:21]. The yield is 0.400. (5) The catalyst is CO. The reactants are C[N:2](C)[CH:3]=[CH:4][C:5]([C:7]1[C:12](=[O:13])[CH:11]=[CH:10][N:9]([C:14]2[CH:19]=[CH:18][CH:17]=[C:16]([F:20])[CH:15]=2)[N:8]=1)=O.[C:22]1([NH:28]N)[CH:27]=[CH:26][CH:25]=[CH:24][CH:23]=1. The yield is 0.170. The product is [F:20][C:16]1[CH:15]=[C:14]([N:9]2[CH:10]=[CH:11][C:12](=[O:13])[C:7]([C:5]3[N:28]([C:22]4[CH:27]=[CH:26][CH:25]=[CH:24][CH:23]=4)[N:2]=[CH:3][CH:4]=3)=[N:8]2)[CH:19]=[CH:18][CH:17]=1. (6) The product is [Cl:1][C:2]1[CH:10]=[CH:9][CH:8]=[C:7]2[C:3]=1[C:4]([C:25]([NH:26][CH2:27][CH:28]1[CH2:33][CH2:32][C:31]([F:34])([F:35])[CH2:30][CH2:29]1)=[O:36])=[CH:5][N:6]2[CH2:11][CH:12]1[CH2:17][O:16][CH2:15][CH2:14][NH:13]1. The reactants are [Cl:1][C:2]1[CH:10]=[CH:9][CH:8]=[C:7]2[C:3]=1[C:4]([C:25](=[O:36])[NH:26][CH2:27][CH:28]1[CH2:33][CH2:32][C:31]([F:35])([F:34])[CH2:30][CH2:29]1)=[CH:5][N:6]2[CH2:11][CH:12]1[CH2:17][O:16][CH2:15][CH2:14][N:13]1C(OC(C)(C)C)=O.C(O)(C(F)(F)F)=O. The yield is 0.260. The catalyst is C(Cl)Cl. (7) The reactants are [C:1]([OH:13])(=[O:12])[CH2:2][C:3]([CH2:8][C:9]([OH:11])=[O:10])([C:5]([OH:7])=[O:6])[OH:4].O1[B:19]([C@@H:20]([NH:25][C:26](=[O:39])[CH2:27][NH:28][C:29](=[O:38])[C:30]2[CH:35]=[C:34]([Cl:36])[CH:33]=[CH:32][C:31]=2[Cl:37])[CH2:21][CH:22]([CH3:24])[CH3:23])O[B:19]([C@@H:20]([NH:25][C:26](=[O:39])[CH2:27][NH:28][C:29](=[O:38])[C:30]2[CH:35]=[C:34]([Cl:36])[CH:33]=[CH:32][C:31]=2[Cl:37])[CH2:21][CH:22]([CH3:24])[CH3:23])O[B:19]1[C@@H:20]([NH:25][C:26](=[O:39])[CH2:27][NH:28][C:29](=[O:38])[C:30]1[CH:35]=[C:34]([Cl:36])[CH:33]=[CH:32][C:31]=1[Cl:37])[CH2:21][CH:22]([CH3:24])[CH3:23]. The catalyst is CCOC(C)=O. The product is [C:9]([CH2:8][C:3]1([C:5]([OH:7])=[O:6])[CH2:2][C:1](=[O:13])[O:12][B:19]([C@@H:20]([NH:25][C:26](=[O:39])[CH2:27][NH:28][C:29](=[O:38])[C:30]2[CH:35]=[C:34]([Cl:36])[CH:33]=[CH:32][C:31]=2[Cl:37])[CH2:21][CH:22]([CH3:24])[CH3:23])[O:4]1)([OH:11])=[O:10]. The yield is 0.920.